Dataset: Peptide-MHC class I binding affinity with 185,985 pairs from IEDB/IMGT. Task: Regression. Given a peptide amino acid sequence and an MHC pseudo amino acid sequence, predict their binding affinity value. This is MHC class I binding data. The MHC is HLA-B15:01 with pseudo-sequence HLA-B15:01. The binding affinity (normalized) is 0.207. The peptide sequence is MFAVGTWMM.